Dataset: Peptide-MHC class I binding affinity with 185,985 pairs from IEDB/IMGT. Task: Regression. Given a peptide amino acid sequence and an MHC pseudo amino acid sequence, predict their binding affinity value. This is MHC class I binding data. (1) The peptide sequence is LNINKNGSF. The MHC is HLA-B15:01 with pseudo-sequence HLA-B15:01. The binding affinity (normalized) is 0.430. (2) The peptide sequence is ITKGLGISYGR. The MHC is HLA-A03:01 with pseudo-sequence HLA-A03:01. The binding affinity (normalized) is 0.145. (3) The peptide sequence is KLPSDYFPSV. The binding affinity (normalized) is 0.928. The MHC is HLA-A02:06 with pseudo-sequence HLA-A02:06. (4) The peptide sequence is RQQNPIPVGNI. The MHC is Mamu-B08 with pseudo-sequence Mamu-B08. The binding affinity (normalized) is 0.725. (5) The MHC is H-2-Kb with pseudo-sequence H-2-Kb. The peptide sequence is LEYSISNDL. The binding affinity (normalized) is 0.145. (6) The peptide sequence is LLTACTIFYI. The MHC is HLA-B07:02 with pseudo-sequence HLA-B07:02. The binding affinity (normalized) is 0. (7) The MHC is Mamu-A01 with pseudo-sequence Mamu-A01. The peptide sequence is ANSIETIVLM. The binding affinity (normalized) is 0.768.